From a dataset of Forward reaction prediction with 1.9M reactions from USPTO patents (1976-2016). Predict the product of the given reaction. (1) The product is: [Br:19][C:11]1[C:7]([C:1]2[CH:2]=[CH:3][CH:4]=[CH:5][CH:6]=2)=[N:8][NH:9][CH:10]=1. Given the reactants [C:1]1([C:7]2[CH:11]=[CH:10][NH:9][N:8]=2)[CH:6]=[CH:5][CH:4]=[CH:3][CH:2]=1.C1C(=O)N([Br:19])C(=O)C1.O, predict the reaction product. (2) Given the reactants [CH3:1][S:2][CH:3]([C:5]1[CH:6]=[N:7][C:8]([C:11]([F:14])([F:13])[F:12])=[CH:9][CH:10]=1)[CH3:4].[N:15]#[C:16][NH2:17].[O-]Cl.[Na+].S(S([O-])=O)([O-])(=O)=O.[Na+].[Na+], predict the reaction product. The product is: [F:12][C:11]([F:14])([F:13])[C:8]1[N:7]=[CH:6][C:5]([CH:3]([S:2]([CH3:1])=[N:17][C:16]#[N:15])[CH3:4])=[CH:10][CH:9]=1. (3) Given the reactants [NH2:1][C:2]1[CH:3]=[C:4]([C:8]2[C:13]([O:14][CH3:15])=[C:12]([CH:16]=[O:17])[CH:11]=[C:10]([S:18]([NH2:21])(=[O:20])=[O:19])[CH:9]=2)[CH:5]=[CH:6][CH:7]=1.[N:22]1[CH:27]=[CH:26][CH:25]=[C:24]([CH2:28][CH2:29][C:30](Cl)=[O:31])[CH:23]=1, predict the reaction product. The product is: [NH2:1][C:2]1[CH:3]=[C:4]([C:8]2[C:13]([O:14][CH3:15])=[C:12]([CH:16]=[O:17])[CH:11]=[C:10]([S:18]([NH:21][C:30](=[O:31])[CH2:29][CH2:28][C:24]3[CH:23]=[N:22][CH:27]=[CH:26][CH:25]=3)(=[O:19])=[O:20])[CH:9]=2)[CH:5]=[CH:6][CH:7]=1.